Dataset: Peptide-MHC class II binding affinity with 134,281 pairs from IEDB. Task: Regression. Given a peptide amino acid sequence and an MHC pseudo amino acid sequence, predict their binding affinity value. This is MHC class II binding data. (1) The peptide sequence is KWCFEGPEEHEILND. The binding affinity (normalized) is 0. The MHC is HLA-DQA10201-DQB10303 with pseudo-sequence HLA-DQA10201-DQB10303. (2) The peptide sequence is MLLRKYGIAAENVID. The MHC is HLA-DQA10401-DQB10402 with pseudo-sequence HLA-DQA10401-DQB10402. The binding affinity (normalized) is 0.378. (3) The peptide sequence is YRIAARPGAVTRRAA. The MHC is HLA-DPA10201-DPB11401 with pseudo-sequence HLA-DPA10201-DPB11401. The binding affinity (normalized) is 0.0381. (4) The peptide sequence is SCWAFSGVAATESAY. The MHC is DRB1_1201 with pseudo-sequence DRB1_1201. The binding affinity (normalized) is 0.107. (5) The peptide sequence is VIIMDEAHFLDPASI. The MHC is DRB4_0103 with pseudo-sequence DRB4_0103. The binding affinity (normalized) is 0.471. (6) The peptide sequence is EDNFFLFGAKADQVA. The MHC is HLA-DPA10201-DPB11401 with pseudo-sequence HLA-DPA10201-DPB11401. The binding affinity (normalized) is 0.179. (7) The MHC is HLA-DPA10103-DPB10401 with pseudo-sequence HLA-DPA10103-DPB10401. The binding affinity (normalized) is 0.0787. The peptide sequence is AFKVAATAANAAPAY.